The task is: Predict the product of the given reaction.. This data is from Forward reaction prediction with 1.9M reactions from USPTO patents (1976-2016). (1) Given the reactants C[O:2][C:3](=[O:32])[CH2:4][N:5]1[C:13]2[C:8](=[CH:9][C:10]([F:14])=[CH:11][CH:12]=2)[C:7]([CH2:15][C:16]2[S:17][CH:18]=[CH:19][C:20]=2[S:21]([C:24]2[CH:29]=[CH:28][C:27]([F:30])=[CH:26][CH:25]=2)(=[O:23])=[O:22])=[C:6]1[CH3:31].O1CCCC1.[OH-].[Na+].Cl, predict the reaction product. The product is: [F:14][C:10]1[CH:9]=[C:8]2[C:13](=[CH:12][CH:11]=1)[N:5]([CH2:4][C:3]([OH:32])=[O:2])[C:6]([CH3:31])=[C:7]2[CH2:15][C:16]1[S:17][CH:18]=[CH:19][C:20]=1[S:21]([C:24]1[CH:25]=[CH:26][C:27]([F:30])=[CH:28][CH:29]=1)(=[O:23])=[O:22]. (2) Given the reactants [C:1]1([CH3:30])[CH:6]=[CH:5][C:4]([N:7]2[C:11](N)=[CH:10][C:9]([C:13]3[CH:18]=[CH:17][C:16]([NH:19][S:20]([C:23]4[CH:28]=[CH:27]C(N)=C[CH:24]=4)(=[O:22])=[O:21])=[CH:15][CH:14]=3)=[N:8]2)=[CH:3][CH:2]=1.[CH2:31]=O.O.[BH3-][C:35]#[N:36].[Na+].[C:38](#[N:40])[CH3:39], predict the reaction product. The product is: [CH3:31][NH:40][C:38]1[CH:27]=[CH:28][C:23]([S:20]([NH:19][C:16]2[CH:15]=[CH:14][C:13]([C:9]3[CH:10]=[C:11]([NH:36][CH3:35])[N:7]([C:4]4[CH:3]=[CH:2][C:1]([CH3:30])=[CH:6][CH:5]=4)[N:8]=3)=[CH:18][CH:17]=2)(=[O:22])=[O:21])=[CH:24][CH:39]=1. (3) Given the reactants F[C:2]1[CH:7]=[C:6]([N+:8]([O-:10])=[O:9])[CH:5]=[C:4]([O:11][CH2:12][CH2:13][O:14][CH3:15])[CH:3]=1.[CH3:16][O:17][C:18]1[CH:23]=[CH:22][C:21]([CH2:24][NH2:25])=[CH:20][CH:19]=1.C([O-])([O-])=O.[K+].[K+].O, predict the reaction product. The product is: [CH3:16][O:17][C:18]1[CH:23]=[CH:22][C:21]([CH2:24][NH:25][C:2]2[CH:7]=[C:6]([N+:8]([O-:10])=[O:9])[CH:5]=[C:4]([O:11][CH2:12][CH2:13][O:14][CH3:15])[CH:3]=2)=[CH:20][CH:19]=1. (4) Given the reactants Cl[C:2]([O:4][CH3:5])=[O:3].[Cl:6][C:7]1[C:12]([N:13]2[CH2:18][CH2:17][CH:16]3[NH:19][CH2:20][CH2:21][CH:15]3[CH2:14]2)=[CH:11][C:10]([C:22]#[N:23])=[CH:9][C:8]=1[NH:24][C:25]1[N:30]=[C:29]([N:31]([CH:41]2[CH2:43][CH2:42]2)[CH2:32][C:33]2[CH:38]=[CH:37][C:36]([O:39][CH3:40])=[CH:35][CH:34]=2)[C:28]2=[N:44][CH:45]=[C:46]([C:47]#[N:48])[N:27]2[N:26]=1.C(N(CC)CC)C, predict the reaction product. The product is: [Cl:6][C:7]1[C:8]([NH:24][C:25]2[N:30]=[C:29]([N:31]([CH:41]3[CH2:42][CH2:43]3)[CH2:32][C:33]3[CH:34]=[CH:35][C:36]([O:39][CH3:40])=[CH:37][CH:38]=3)[C:28]3=[N:44][CH:45]=[C:46]([C:47]#[N:48])[N:27]3[N:26]=2)=[CH:9][C:10]([C:22]#[N:23])=[CH:11][C:12]=1[N:13]1[CH2:18][CH2:17][CH:16]2[N:19]([C:2]([O:4][CH3:5])=[O:3])[CH2:20][CH2:21][CH:15]2[CH2:14]1. (5) Given the reactants [O:1]=[S:2]1(=[O:28])[C:7]2[CH:8]=[CH:9][CH:10]=[CH:11][C:6]=2[NH:5][C:4]([C:12]2[C:17](=[O:18])[N:16]([N:19]=[CH:20][CH:21]([CH3:23])[CH3:22])[C:15]3[CH:24]=[CH:25][S:26][C:14]=3[C:13]=2[OH:27])=[N:3]1.CO.[BH4-].[Li+].Cl.O1C[CH2:37][CH2:36][CH2:35]1, predict the reaction product. The product is: [CH:21]1([CH2:20][NH:19][N:16]2[C:17](=[O:18])[C:12]([C:4]3[NH:5][C:6]4[CH:11]=[CH:10][CH:9]=[CH:8][C:7]=4[S:2](=[O:1])(=[O:28])[N:3]=3)=[C:13]([OH:27])[C:14]3[S:26][CH:25]=[CH:24][C:15]2=3)[CH2:22][CH2:37][CH2:36][CH2:35][CH2:23]1.